This data is from Catalyst prediction with 721,799 reactions and 888 catalyst types from USPTO. The task is: Predict which catalyst facilitates the given reaction. Reactant: [NH2:1][CH2:2][C:3]1[CH:4]=[C:5]([Sn:10]([CH3:13])([CH3:12])[CH3:11])[CH:6]=[CH:7][C:8]=1[F:9].[CH3:14][C:15](OC(C)=O)=[O:16].CCN(CC)CC.CCOC(C)=O.O. Product: [C:15]([NH:1][CH2:2][C:3]1[CH:4]=[C:5]([Sn:10]([CH3:13])([CH3:12])[CH3:11])[CH:6]=[CH:7][C:8]=1[F:9])(=[O:16])[CH3:14]. The catalyst class is: 2.